From a dataset of Reaction yield outcomes from USPTO patents with 853,638 reactions. Predict the reaction yield, written as a fraction of the theoretical maximum amount of product (1.0 means a 100% yield; for example, 0.34 means a 34% yield). (1) The reactants are C([O:8][CH:9]1[CH2:12][CH:11]([N:13]2[C:21](=[O:22])[C:20]3[N:19]([CH2:23][C:24]4[CH:29]=[CH:28][C:27]([Cl:30])=[CH:26][CH:25]=4)[C:18]([O:31][C:32]4[CH:37]=[CH:36][CH:35]=[C:34]([O:38][C:39]([F:42])([F:41])[F:40])[CH:33]=4)=[N:17][C:16]=3[N:15]([CH3:43])[C:14]2=[O:44])[CH2:10]1)C1C=CC=CC=1. The catalyst is CO.[Pd]. The product is [Cl:30][C:27]1[CH:26]=[CH:25][C:24]([CH2:23][N:19]2[C:20]3[C:21](=[O:22])[N:13]([CH:11]4[CH2:10][CH:9]([OH:8])[CH2:12]4)[C:14](=[O:44])[N:15]([CH3:43])[C:16]=3[N:17]=[C:18]2[O:31][C:32]2[CH:37]=[CH:36][CH:35]=[C:34]([O:38][C:39]([F:42])([F:40])[F:41])[CH:33]=2)=[CH:29][CH:28]=1. The yield is 0.177. (2) The yield is 0.530. The product is [CH2:1]([N:6]1[C:13](=[O:14])[C:12](=[O:16])[C:8]2[S:9][CH:10]=[CH:11][C:7]1=2)[CH2:2][CH2:3][CH2:4][CH3:5]. The catalyst is CCOCC. The reactants are [CH2:1]([NH:6][C:7]1[CH:11]=[CH:10][S:9][CH:8]=1)[CH2:2][CH2:3][CH2:4][CH3:5].[C:12](Cl)(=[O:16])[C:13](Cl)=[O:14]. (3) The reactants are [OH:1][C:2]1([C:5]([OH:7])=O)[CH2:4][CH2:3]1.CN(C(ON1N=NC2C=CC=CC1=2)=[N+](C)C)C.F[P-](F)(F)(F)(F)F.Cl.[CH3:33][C:34]1[C:42]2[C:37](=[CH:38][CH:39]=[CH:40][CH:41]=2)[N:36]([C:43]2[CH:48]=[CH:47][C:46]([C:49]([N:51]3[CH2:56][CH2:55][NH:54][CH2:53][CH2:52]3)=[O:50])=[CH:45][CH:44]=2)[N:35]=1.CCN(C(C)C)C(C)C. The catalyst is CC(=O)OCC.CN(C)C=O. The product is [OH:1][C:2]1([C:5]([N:54]2[CH2:55][CH2:56][N:51]([C:49]([C:46]3[CH:45]=[CH:44][C:43]([N:36]4[C:37]5[C:42](=[CH:41][CH:40]=[CH:39][CH:38]=5)[C:34]([CH3:33])=[N:35]4)=[CH:48][CH:47]=3)=[O:50])[CH2:52][CH2:53]2)=[O:7])[CH2:4][CH2:3]1. The yield is 0.220. (4) The reactants are C(=O)([O-])[O-].[K+].[K+].[F:7][C:8]1[CH:13]=[C:12](F)[CH:11]=[CH:10][C:9]=1[N+:15]([O-:17])=[O:16].[OH:18][C:19]1[CH:23]=[C:22]([CH3:24])[NH:21][N:20]=1.Cl. The catalyst is CS(C)=O. The product is [F:7][C:8]1[CH:13]=[C:12]([O:18][C:19]2[CH:23]=[C:22]([CH3:24])[NH:21][N:20]=2)[CH:11]=[CH:10][C:9]=1[N+:15]([O-:17])=[O:16]. The yield is 0.128. (5) The reactants are [Br:1][C:2]1[N:6]([CH3:7])[C:5](/[CH:8]=[N:9]/O)=[N:4][CH:3]=1.C(OC(C(F)(F)F)=O)(C(F)(F)F)=O. The catalyst is C1COCC1. The product is [Br:1][C:2]1[N:6]([CH3:7])[C:5]([C:8]#[N:9])=[N:4][CH:3]=1. The yield is 0.430. (6) The reactants are [I:1][C:2]1[CH:8]=[C:7]([N+:9]([O-:11])=[O:10])[CH:6]=[CH:5][C:3]=1[NH2:4].[Si:12]([O:19][CH2:20][CH:21]=O)([C:15]([CH3:18])([CH3:17])[CH3:16])([CH3:14])[CH3:13].C(O)(C(F)(F)F)=O.[BH3-]C#N.[Na+]. The catalyst is CO. The product is [C:15]([Si:12]([CH3:14])([CH3:13])[O:19][CH2:20][CH2:21][NH:4][C:3]1[CH:5]=[CH:6][C:7]([N+:9]([O-:11])=[O:10])=[CH:8][C:2]=1[I:1])([CH3:18])([CH3:17])[CH3:16]. The yield is 0.250. (7) The reactants are C[O:2][C:3]([C@H:5]1[C@H:10]([C:11]2[CH:16]=[CH:15][C:14]([F:17])=[CH:13][CH:12]=2)[CH2:9][CH2:8][N:7](C)[CH2:6]1)=[O:4].ClC(OC(Cl)C)=O.[C:34](O[C:34]([O:36][C:37]([CH3:40])([CH3:39])[CH3:38])=[O:35])([O:36][C:37]([CH3:40])([CH3:39])[CH3:38])=[O:35]. The catalyst is ClCCCl.O1CCOCC1. The product is [C:37]([O:36][C:34]([N:7]1[CH2:8][CH2:9][C@@H:10]([C:11]2[CH:16]=[CH:15][C:14]([F:17])=[CH:13][CH:12]=2)[C@H:5]([C:3]([OH:4])=[O:2])[CH2:6]1)=[O:35])([CH3:38])([CH3:39])[CH3:40]. The yield is 0.800.